From a dataset of NCI-60 drug combinations with 297,098 pairs across 59 cell lines. Regression. Given two drug SMILES strings and cell line genomic features, predict the synergy score measuring deviation from expected non-interaction effect. (1) Drug 1: CCC1=CC2CC(C3=C(CN(C2)C1)C4=CC=CC=C4N3)(C5=C(C=C6C(=C5)C78CCN9C7C(C=CC9)(C(C(C8N6C)(C(=O)OC)O)OC(=O)C)CC)OC)C(=O)OC.C(C(C(=O)O)O)(C(=O)O)O. Drug 2: CCC(=C(C1=CC=CC=C1)C2=CC=C(C=C2)OCCN(C)C)C3=CC=CC=C3.C(C(=O)O)C(CC(=O)O)(C(=O)O)O. Cell line: SF-268. Synergy scores: CSS=36.0, Synergy_ZIP=15.4, Synergy_Bliss=16.6, Synergy_Loewe=-18.3, Synergy_HSA=13.1. (2) Drug 1: C#CCC(CC1=CN=C2C(=N1)C(=NC(=N2)N)N)C3=CC=C(C=C3)C(=O)NC(CCC(=O)O)C(=O)O. Drug 2: CC1C(C(CC(O1)OC2CC(CC3=C2C(=C4C(=C3O)C(=O)C5=C(C4=O)C(=CC=C5)OC)O)(C(=O)CO)O)N)O.Cl. Cell line: MALME-3M. Synergy scores: CSS=32.0, Synergy_ZIP=-6.94, Synergy_Bliss=-5.63, Synergy_Loewe=-4.96, Synergy_HSA=-3.53. (3) Drug 1: CCCCCOC(=O)NC1=NC(=O)N(C=C1F)C2C(C(C(O2)C)O)O. Drug 2: CCC1=C2CN3C(=CC4=C(C3=O)COC(=O)C4(CC)O)C2=NC5=C1C=C(C=C5)O. Cell line: OVCAR-4. Synergy scores: CSS=-1.91, Synergy_ZIP=0.391, Synergy_Bliss=0.711, Synergy_Loewe=-3.49, Synergy_HSA=-3.01. (4) Drug 1: CCCS(=O)(=O)NC1=C(C(=C(C=C1)F)C(=O)C2=CNC3=C2C=C(C=N3)C4=CC=C(C=C4)Cl)F. Drug 2: C1=NC2=C(N=C(N=C2N1C3C(C(C(O3)CO)O)F)Cl)N. Cell line: OVCAR3. Synergy scores: CSS=26.0, Synergy_ZIP=-1.89, Synergy_Bliss=2.90, Synergy_Loewe=-6.89, Synergy_HSA=1.43. (5) Drug 1: C1=CC(=C2C(=C1NCCNCCO)C(=O)C3=C(C=CC(=C3C2=O)O)O)NCCNCCO. Drug 2: CC1CCCC2(C(O2)CC(NC(=O)CC(C(C(=O)C(C1O)C)(C)C)O)C(=CC3=CSC(=N3)C)C)C. Cell line: HCT116. Synergy scores: CSS=38.1, Synergy_ZIP=-1.49, Synergy_Bliss=-2.22, Synergy_Loewe=-1.77, Synergy_HSA=-1.20. (6) Drug 1: C1=NNC2=C1C(=O)NC=N2. Drug 2: CN(C(=O)NC(C=O)C(C(C(CO)O)O)O)N=O. Cell line: CAKI-1. Synergy scores: CSS=1.54, Synergy_ZIP=-4.22, Synergy_Bliss=-6.20, Synergy_Loewe=-5.98, Synergy_HSA=-5.32.